Dataset: Full USPTO retrosynthesis dataset with 1.9M reactions from patents (1976-2016). Task: Predict the reactants needed to synthesize the given product. (1) Given the product [F:1][C:2]1[CH:7]=[CH:6][C:5]([CH:8]([N:41]2[CH2:46][CH2:45][NH:44][CH2:43][CH2:42]2)[C:9]2[CH:23]=[CH:22][C:12]([C:13]([N:15]([CH:19]([CH3:21])[CH3:20])[CH:16]([CH3:18])[CH3:17])=[O:14])=[CH:11][CH:10]=2)=[CH:4][C:3]=1[O:25][CH3:26], predict the reactants needed to synthesize it. The reactants are: [F:1][C:2]1[CH:7]=[CH:6][C:5]([CH:8](O)[C:9]2[CH:23]=[CH:22][C:12]([C:13]([N:15]([CH:19]([CH3:21])[CH3:20])[CH:16]([CH3:18])[CH3:17])=[O:14])=[CH:11][CH:10]=2)=[CH:4][C:3]=1[O:25][CH3:26].CCN(CC)CC.C([N:41]1[CH2:46][CH2:45][NH:44][CH2:43][CH2:42]1)(OC(C)(C)C)=O.C(O)(C(F)(F)F)=O. (2) Given the product [OH:20][NH:19][C:17](=[O:18])[C:16]([CH3:31])([S:27]([CH3:30])(=[O:28])=[O:29])[CH2:15][CH2:14][C:11]1[CH:10]=[CH:9][C:8]([C:3]2[CH:4]=[CH:5][CH:6]=[CH:7][C:2]=2[OH:1])=[CH:13][CH:12]=1, predict the reactants needed to synthesize it. The reactants are: [OH:1][C:2]1[CH:7]=[CH:6][CH:5]=[CH:4][C:3]=1[C:8]1[CH:13]=[CH:12][C:11]([CH2:14][CH2:15][C:16]([CH3:31])([S:27]([CH3:30])(=[O:29])=[O:28])[C:17]([NH:19][O:20]C2CCCCO2)=[O:18])=[CH:10][CH:9]=1.Cl.CO. (3) Given the product [F:43][C:44]1[CH:49]=[CH:48][CH:47]=[CH:46][C:45]=1[N:50]1[C:58]2[C:53](=[C:54]([N:59]3[C:63](=[O:64])[C@H:62]4[CH2:65][N:66]([C:68]([N:70]([CH3:74])[CH3:71])=[O:69])[CH2:67][C@H:61]4[CH2:60]3)[CH:55]=[CH:56][CH:57]=2)[CH:52]=[N:51]1, predict the reactants needed to synthesize it. The reactants are: C(N(CC)CC)C.FC1C=CC=CC=1N1C2C(=C(N3C(=O)[C@H]4CN(C(NCC5OC=NC=5)=O)C[C@H]4C3)C=CC=2)C=N1.[I-].[F:43][C:44]1[CH:49]=[CH:48][CH:47]=[CH:46][C:45]=1[N:50]1[C:58]2[C:53](=[C:54]([N:59]3[C:63](=[O:64])[CH:62]4[CH2:65][N:66]([C:68]([N:70]5[CH:74]=C[N+](C)=[CH:71]5)=[O:69])[CH2:67][CH:61]4[CH2:60]3)[CH:55]=[CH:56][CH:57]=2)[CH:52]=[N:51]1.CNC. (4) The reactants are: BrCCBr.[CH2:5](I)[C:6]([CH3:9])([CH3:8])[CH3:7].Br[C:12]1[C:17]([O:18][CH2:19][C:20]2[N:21]([CH3:25])[N:22]=[CH:23][N:24]=2)=[N:16][N:15]2[C:26]([C:29]3[CH:34]=[CH:33][CH:32]=[CH:31][C:30]=3[F:35])=[N:27][N:28]=[C:14]2[CH:13]=1.O1C=CC=C1P(C1OC=CC=1)C1OC=CC=1. Given the product [CH3:7][C:6]([CH3:9])([CH3:8])[CH2:5][C:12]1[C:17]([O:18][CH2:19][C:20]2[N:21]([CH3:25])[N:22]=[CH:23][N:24]=2)=[N:16][N:15]2[C:26]([C:29]3[CH:34]=[CH:33][CH:32]=[CH:31][C:30]=3[F:35])=[N:27][N:28]=[C:14]2[CH:13]=1, predict the reactants needed to synthesize it. (5) Given the product [C:1]([O:5][C:6]([NH:8][CH:9]1[CH2:10][CH2:11][N:12]([C:15]2[CH:16]=[CH:17][C:18]([NH:21][C:22]3[N:27]=[C:26]([CH2:28][CH2:29][C:30]4[CH:35]=[CH:34][CH:33]=[CH:32][C:31]=4[CH2:36][C:37]([O:39][CH3:40])=[O:38])[C:25]([C:41]([F:44])([F:42])[F:43])=[CH:24][N:23]=3)=[CH:19][CH:20]=2)[CH2:13][CH2:14]1)=[O:7])([CH3:4])([CH3:2])[CH3:3], predict the reactants needed to synthesize it. The reactants are: [C:1]([O:5][C:6]([NH:8][CH:9]1[CH2:14][CH2:13][N:12]([C:15]2[CH:20]=[CH:19][C:18]([NH:21][C:22]3[N:27]=[C:26]([C:28]#[C:29][C:30]4[CH:35]=[CH:34][CH:33]=[CH:32][C:31]=4[CH2:36][C:37]([O:39][CH3:40])=[O:38])[C:25]([C:41]([F:44])([F:43])[F:42])=[CH:24][N:23]=3)=[CH:17][CH:16]=2)[CH2:11][CH2:10]1)=[O:7])([CH3:4])([CH3:3])[CH3:2]. (6) The reactants are: [C:1]([O:5]C)(=O)[CH:2]=[CH2:3].[Br:7][C:8]1[CH:16]=[C:15]2[C:11]([CH2:12][CH2:13][C:14]2=[O:17])=[CH:10][CH:9]=1.[CH3:18][C:19](C)([O-])C.[K+]. Given the product [Br:7][C:8]1[CH:16]=[C:15]2[C:11]([CH2:12][C:13]3([CH2:3][CH2:2][C:1](=[O:5])[CH2:19][CH2:18]3)[C:14]2=[O:17])=[CH:10][CH:9]=1, predict the reactants needed to synthesize it.